From a dataset of Catalyst prediction with 721,799 reactions and 888 catalyst types from USPTO. Predict which catalyst facilitates the given reaction. Reactant: C(N1C=CN=C1)(N1C=CN=C1)=O.[C:13]([NH:20][CH2:21][C:22]([OH:24])=O)([O:15][C:16]([CH3:19])([CH3:18])[CH3:17])=[O:14].[Cl-].[Mg+2].[Cl-].[C:28]([O:34][CH2:35][CH3:36])(=[O:33])[CH2:29]C([O-])=O.[K+]. Product: [C:16]([O:15][C:13]([NH:20][CH2:21][C:22](=[O:24])[CH2:29][C:28]([O:34][CH2:35][CH3:36])=[O:33])=[O:14])([CH3:17])([CH3:18])[CH3:19]. The catalyst class is: 1.